Dataset: NCI-60 drug combinations with 297,098 pairs across 59 cell lines. Task: Regression. Given two drug SMILES strings and cell line genomic features, predict the synergy score measuring deviation from expected non-interaction effect. (1) Drug 1: C1CC(=O)NC(=O)C1N2CC3=C(C2=O)C=CC=C3N. Drug 2: CC=C1C(=O)NC(C(=O)OC2CC(=O)NC(C(=O)NC(CSSCCC=C2)C(=O)N1)C(C)C)C(C)C. Cell line: MDA-MB-435. Synergy scores: CSS=39.9, Synergy_ZIP=1.42, Synergy_Bliss=3.24, Synergy_Loewe=-24.5, Synergy_HSA=4.09. (2) Drug 1: C1CCC(C1)C(CC#N)N2C=C(C=N2)C3=C4C=CNC4=NC=N3. Drug 2: CCN(CC)CCNC(=O)C1=C(NC(=C1C)C=C2C3=C(C=CC(=C3)F)NC2=O)C. Cell line: OVCAR3. Synergy scores: CSS=-6.22, Synergy_ZIP=5.01, Synergy_Bliss=-0.217, Synergy_Loewe=-3.79, Synergy_HSA=-6.63. (3) Drug 1: C1=C(C(=O)NC(=O)N1)F. Drug 2: C(CCl)NC(=O)N(CCCl)N=O. Cell line: HCT116. Synergy scores: CSS=53.1, Synergy_ZIP=0.162, Synergy_Bliss=-0.639, Synergy_Loewe=-10.6, Synergy_HSA=0.714. (4) Drug 1: CC1=C2C(C(=O)C3(C(CC4C(C3C(C(C2(C)C)(CC1OC(=O)C(C(C5=CC=CC=C5)NC(=O)OC(C)(C)C)O)O)OC(=O)C6=CC=CC=C6)(CO4)OC(=O)C)OC)C)OC. Drug 2: CC(CN1CC(=O)NC(=O)C1)N2CC(=O)NC(=O)C2. Cell line: SF-295. Synergy scores: CSS=41.6, Synergy_ZIP=-9.60, Synergy_Bliss=-8.22, Synergy_Loewe=-4.51, Synergy_HSA=-2.00. (5) Drug 1: CC1=C(C(CCC1)(C)C)C=CC(=CC=CC(=CC(=O)O)C)C. Drug 2: COC1=C2C(=CC3=C1OC=C3)C=CC(=O)O2. Cell line: SW-620. Synergy scores: CSS=-3.83, Synergy_ZIP=3.68, Synergy_Bliss=0.459, Synergy_Loewe=-3.47, Synergy_HSA=-5.46. (6) Drug 1: C(CCl)NC(=O)N(CCCl)N=O. Drug 2: CC1C(C(CC(O1)OC2CC(CC3=C2C(=C4C(=C3O)C(=O)C5=C(C4=O)C(=CC=C5)OC)O)(C(=O)CO)O)N)O.Cl. Cell line: HCC-2998. Synergy scores: CSS=43.5, Synergy_ZIP=0.553, Synergy_Bliss=2.01, Synergy_Loewe=-16.9, Synergy_HSA=2.05. (7) Drug 1: CC12CCC3C(C1CCC2=O)CC(=C)C4=CC(=O)C=CC34C. Drug 2: CC1C(C(CC(O1)OC2CC(CC3=C2C(=C4C(=C3O)C(=O)C5=CC=CC=C5C4=O)O)(C(=O)C)O)N)O. Cell line: U251. Synergy scores: CSS=38.4, Synergy_ZIP=-0.458, Synergy_Bliss=-2.14, Synergy_Loewe=-15.5, Synergy_HSA=-1.23. (8) Drug 1: CC1=CC=C(C=C1)C2=CC(=NN2C3=CC=C(C=C3)S(=O)(=O)N)C(F)(F)F. Drug 2: CC1=C(C=C(C=C1)NC(=O)C2=CC=C(C=C2)CN3CCN(CC3)C)NC4=NC=CC(=N4)C5=CN=CC=C5. Cell line: HCT-15. Synergy scores: CSS=2.67, Synergy_ZIP=3.63, Synergy_Bliss=0.896, Synergy_Loewe=-14.2, Synergy_HSA=-5.04. (9) Synergy scores: CSS=62.0, Synergy_ZIP=-0.687, Synergy_Bliss=1.32, Synergy_Loewe=0.224, Synergy_HSA=4.14. Cell line: MDA-MB-435. Drug 1: CN(C(=O)NC(C=O)C(C(C(CO)O)O)O)N=O. Drug 2: CC1C(C(CC(O1)OC2CC(CC3=C2C(=C4C(=C3O)C(=O)C5=CC=CC=C5C4=O)O)(C(=O)C)O)N)O. (10) Drug 1: CC1=CC2C(CCC3(C2CCC3(C(=O)C)OC(=O)C)C)C4(C1=CC(=O)CC4)C. Drug 2: CC1=C2C(C(=O)C3(C(CC4C(C3C(C(C2(C)C)(CC1OC(=O)C(C(C5=CC=CC=C5)NC(=O)C6=CC=CC=C6)O)O)OC(=O)C7=CC=CC=C7)(CO4)OC(=O)C)O)C)OC(=O)C. Cell line: HCT-15. Synergy scores: CSS=16.8, Synergy_ZIP=7.34, Synergy_Bliss=8.21, Synergy_Loewe=0.473, Synergy_HSA=6.72.